Dataset: Reaction yield outcomes from USPTO patents with 853,638 reactions. Task: Predict the reaction yield, written as a fraction of the theoretical maximum amount of product (1.0 means a 100% yield; for example, 0.34 means a 34% yield). (1) The product is [Cl:1][C:2]1[C:9]([F:10])=[CH:8][C:5]([CH2:6][N:12]2[CH2:17][CH2:16][O:15][CH2:14][CH2:13]2)=[C:4]([F:11])[CH:3]=1. The catalyst is ClC(Cl)C. The reactants are [Cl:1][C:2]1[C:9]([F:10])=[CH:8][C:5]([CH:6]=O)=[C:4]([F:11])[CH:3]=1.[NH:12]1[CH2:17][CH2:16][O:15][CH2:14][CH2:13]1.C(O[BH-](OC(=O)C)OC(=O)C)(=O)C.[Na+].C([O-])(O)=O.[Na+]. The yield is 0.430. (2) The catalyst is CCOCC. The reactants are [H-].[H-].[H-].[H-].[Li+].[Al+3].[F:7][C:8]1([F:18])[CH2:13][CH2:12][CH:11]([C:14](OC)=[O:15])[CH2:10][CH2:9]1.O.[OH-].[K+]. The yield is 0.810. The product is [F:7][C:8]1([F:18])[CH2:13][CH2:12][CH:11]([CH2:14][OH:15])[CH2:10][CH2:9]1. (3) The reactants are [NH2:1][C:2]1[N:7]=[CH:6][CH:5]=[CH:4][N:3]=1.C[Si]([N-][Si](C)(C)C)(C)C.[Na+].Cl[C:19]1[N:24]=[C:23]([N:25]2[CH2:30][CH2:29][O:28][CH2:27][CH2:26]2)[N:22]=[C:21]([N:31]2[C:35]3[CH:36]=[CH:37][CH:38]=[CH:39][C:34]=3[N:33]=[C:32]2[CH:40]([F:42])[F:41])[N:20]=1. The catalyst is C1COCC1.C(O)(=O)C.O. The product is [F:42][CH:40]([F:41])[C:32]1[N:31]([C:21]2[N:22]=[C:23]([N:25]3[CH2:26][CH2:27][O:28][CH2:29][CH2:30]3)[N:24]=[C:19]([NH:1][C:2]3[N:7]=[CH:6][CH:5]=[CH:4][N:3]=3)[N:20]=2)[C:35]2[CH:36]=[CH:37][CH:38]=[CH:39][C:34]=2[N:33]=1. The yield is 0.310.